Dataset: Full USPTO retrosynthesis dataset with 1.9M reactions from patents (1976-2016). Task: Predict the reactants needed to synthesize the given product. (1) Given the product [C:40]([O:44][C:45]([N:47]1[CH2:48][CH2:49][CH:50]([NH:53][C:54]2[C:59]([NH:60][C:4](=[O:6])[CH2:3][C:1]#[N:2])=[CH:58][N:57]=[C:56]3[N:63]([S:66]([C:69]4[CH:74]=[CH:73][CH:72]=[CH:71][CH:70]=4)(=[O:67])=[O:68])[CH:64]=[CH:65][C:55]=23)[CH2:51][CH2:52]1)=[O:46])([CH3:43])([CH3:41])[CH3:42], predict the reactants needed to synthesize it. The reactants are: [C:1]([CH2:3][C:4]([OH:6])=O)#[N:2].CN(C(ON1N=NC2C=CC=NC1=2)=[N+](C)C)C.F[P-](F)(F)(F)(F)F.C(N(C(C)C)CC)(C)C.[C:40]([O:44][C:45]([N:47]1[CH2:52][CH2:51][CH:50]([NH:53][C:54]2[C:59]([N+:60]([O-])=O)=[CH:58][N:57]=[C:56]3[N:63]([S:66]([C:69]4[CH:74]=[CH:73][CH:72]=[CH:71][CH:70]=4)(=[O:68])=[O:67])[CH:64]=[CH:65][C:55]=23)[CH2:49][CH2:48]1)=[O:46])([CH3:43])([CH3:42])[CH3:41].C([O-])(O)=O.[Na+]. (2) Given the product [F:44][CH2:43][C@@:30]1([C:33]([OH:35])=[O:34])[CH2:31][CH2:32][C:27]([C:14]2[C:15]([CH3:26])([CH3:25])[C@H:16]3[C@:11]([CH3:45])([CH2:12][CH:13]=2)[C@@H:10]2[C@:19]([CH3:24])([C@@:20]4([CH3:23])[C@H:7]([CH2:8][CH2:9]2)[C@H:6]2[C@H:46]([C:49]([CH3:51])=[CH2:50])[CH2:47][CH2:48][C@:5]2([NH:4][CH2:3][CH2:2][N:56]2[CH2:57][CH2:58][C:53]([OH:59])([CH3:52])[CH2:54][CH2:55]2)[CH2:22][CH2:21]4)[CH2:18][CH2:17]3)=[CH:28][CH2:29]1, predict the reactants needed to synthesize it. The reactants are: Cl[CH2:2][CH2:3][NH:4][C@:5]12[CH2:48][CH2:47][C@@H:46]([C:49]([CH3:51])=[CH2:50])[C@@H:6]1[C@@H:7]1[C@@:20]([CH3:23])([CH2:21][CH2:22]2)[C@@:19]2([CH3:24])[C@@H:10]([C@:11]3([CH3:45])[C@@H:16]([CH2:17][CH2:18]2)[C:15]([CH3:26])([CH3:25])[C:14]([C:27]2[CH2:32][CH2:31][C@@:30]([CH2:43][F:44])([C:33]([O:35]CC4C=CC=CC=4)=[O:34])[CH2:29][CH:28]=2)=[CH:13][CH2:12]3)[CH2:9][CH2:8]1.[CH3:52][C:53]1([OH:59])[CH2:58][CH2:57][NH:56][CH2:55][CH2:54]1.CCN(C(C)C)C(C)C.[I-].[K+].[OH-].[Na+]. (3) The reactants are: [ClH:1].[NH2:2][C@H:3]1[CH2:7][CH2:6][CH2:5][C@@H:4]1[NH:8][C:9](=[O:21])[C:10]1[CH:15]=[CH:14][CH:13]=[CH:12][C:11]=1N1N=CC=N1.N[C@H]1CCC[C@@H]1NC(=O)OC(C)(C)C.[CH3:36][C:37]1[N:41]=[C:40](C2C=CC=CC=2C(O)=O)[O:39][N:38]=1. Given the product [ClH:1].[NH2:2][C@H:3]1[CH2:7][CH2:6][CH2:5][C@@H:4]1[NH:8][C:9](=[O:21])[C:10]1[CH:15]=[CH:14][CH:13]=[CH:12][C:11]=1[C:40]1[O:39][N:38]=[C:37]([CH3:36])[N:41]=1, predict the reactants needed to synthesize it. (4) Given the product [O:9]1[CH2:13][CH2:12][CH2:11][C:10]1=[C:14]([O:16][CH3:17])[O:15][Si:18]([CH3:21])([CH3:20])[CH3:19], predict the reactants needed to synthesize it. The reactants are: [Li+].CC([N-]C(C)C)C.[O:9]1[CH2:13][CH2:12][CH2:11][CH:10]1[C:14]([O:16][CH3:17])=[O:15].[Si:18](Cl)([CH3:21])([CH3:20])[CH3:19]. (5) Given the product [CH3:16][O:17][C:18]1[CH:26]=[N:25][C:24]([O:27][CH3:28])=[C:23]2[C:19]=1[C:20]([C:29](=[O:35])[C:30]([O-:32])=[O:31])=[CH:21][NH:22]2.[K+:15], predict the reactants needed to synthesize it. The reactants are: N1C2C(=CC=CN=2)C(C(=O)C([O-])=O)=C1.[K+:15].[CH3:16][O:17][C:18]1[CH:26]=[N:25][C:24]([O:27][CH3:28])=[C:23]2[C:19]=1[C:20]([C:29](=[O:35])[C:30]([O:32]CC)=[O:31])=[CH:21][NH:22]2.